Dataset: Reaction yield outcomes from USPTO patents with 853,638 reactions. Task: Predict the reaction yield, written as a fraction of the theoretical maximum amount of product (1.0 means a 100% yield; for example, 0.34 means a 34% yield). (1) The reactants are [CH3:1][O:2][C:3]1[CH:4]=[CH:5][C:6]([CH:15]=[C:16]([C:22]([O:24][CH2:25][CH3:26])=[O:23])[C:17]([O:19][CH2:20][CH3:21])=[O:18])=[C:7]2[C:12]=1[N:11]([CH3:13])[C:10](=[O:14])[CH:9]=[CH:8]2. The catalyst is [C].[Pd].C(O)C. The product is [CH3:1][O:2][C:3]1[CH:4]=[CH:5][C:6]([CH2:15][CH:16]([C:22]([O:24][CH2:25][CH3:26])=[O:23])[C:17]([O:19][CH2:20][CH3:21])=[O:18])=[C:7]2[C:12]=1[N:11]([CH3:13])[C:10](=[O:14])[CH:9]=[CH:8]2. The yield is 0.810. (2) The reactants are Br[C:2]1[S:6][C:5]([CH2:7][CH3:8])=[C:4]([CH:9]([CH:21]2[CH2:26][CH2:25][CH2:24][CH2:23][CH2:22]2)[O:10][C:11]2[CH:20]=[CH:19][C:14]([C:15]([O:17][CH3:18])=[O:16])=[CH:13][CH:12]=2)[CH:3]=1.[Br-].[CH:28]1([Zn+])[CH2:33][CH2:32][CH2:31][CH2:30][CH2:29]1.O1CCCC1.[Cl-].[NH4+]. The catalyst is CN1CCCC1=O.CC(C)([P](C(C)(C)C)([Pd][P](C(C)(C)C)(C(C)(C)C)C(C)(C)C)C(C)(C)C)C. The product is [CH:21]1([CH:9]([C:4]2[CH:3]=[C:2]([CH:28]3[CH2:33][CH2:32][CH2:31][CH2:30][CH2:29]3)[S:6][C:5]=2[CH2:7][CH3:8])[O:10][C:11]2[CH:20]=[CH:19][C:14]([C:15]([O:17][CH3:18])=[O:16])=[CH:13][CH:12]=2)[CH2:22][CH2:23][CH2:24][CH2:25][CH2:26]1. The yield is 0.460. (3) The reactants are O=[C:2]([CH3:13])[CH2:3][C:4]1[CH:5]=[C:6]([CH2:10][C:11]#[N:12])[CH:7]=[CH:8][CH:9]=1.[C:14]1([C@H:20]([NH2:22])[CH3:21])[CH:19]=[CH:18][CH:17]=[CH:16][CH:15]=1.C(O[BH-](OC(=O)C)OC(=O)C)(=O)C.[Na+].[OH-].[Na+].C(=O)(O)[O-].[Na+].C(Cl)[Cl:45]. The product is [ClH:45].[C:14]1([C@H:20]([NH:22][C@H:2]([CH3:13])[CH2:3][C:4]2[CH:5]=[C:6]([CH2:10][C:11]#[N:12])[CH:7]=[CH:8][CH:9]=2)[CH3:21])[CH:19]=[CH:18][CH:17]=[CH:16][CH:15]=1. No catalyst specified. The yield is 0.550. (4) The reactants are CO.[CH:3]1([O:8][C:9]2[CH:10]=[C:11]([C:17](=[O:19])[CH3:18])[CH:12]=[CH:13][C:14]=2[O:15][CH3:16])[CH2:7][CH2:6][CH2:5][CH2:4]1.[Br-:20].[Br-].[Br-].C[N+](C)(C)C1C=CC=CC=1.C[N+](C1C=CC=CC=1)(C)C.C[N+](C1C=CC=CC=1)(C)C.C(=O)([O-])O.[Na+]. The catalyst is O. The product is [Br:20][CH2:18][C:17]([C:11]1[CH:12]=[CH:13][C:14]([O:15][CH3:16])=[C:9]([O:8][CH:3]2[CH2:4][CH2:5][CH2:6][CH2:7]2)[CH:10]=1)=[O:19]. The yield is 0.410. (5) The reactants are [CH2:1]([N:8]1[C:17]([C:18](O)=[O:19])=[C:16]([C:21]2[CH:26]=[CH:25][CH:24]=[CH:23][CH:22]=2)[C:15]2[C:10](=[CH:11][CH:12]=[C:13]([Br:27])[CH:14]=2)[C:9]1=[O:28])[C:2]1[CH:7]=[CH:6][CH:5]=[CH:4][CH:3]=1.C(Cl)(=O)C(Cl)=O.CN(C=O)C. The catalyst is O1CCCC1. The product is [CH2:1]([N:8]1[C:17]([CH2:18][OH:19])=[C:16]([C:21]2[CH:22]=[CH:23][CH:24]=[CH:25][CH:26]=2)[C:15]2[C:10](=[CH:11][CH:12]=[C:13]([Br:27])[CH:14]=2)[C:9]1=[O:28])[C:2]1[CH:3]=[CH:4][CH:5]=[CH:6][CH:7]=1. The yield is 0.230. (6) The reactants are Cl[C:2]1[N:7]=[CH:6][C:5]([C:8]2[CH:13]=[CH:12][CH:11]=[C:10]([CH3:14])[N:9]=2)=[CH:4][CH:3]=1.[CH2:15]([N:19]1[C:31]2[CH:30]=[C:29](B3OC(C)(C)C(C)(C)O3)[CH:28]=[C:27]([CH3:41])[C:26]=2[C:25]2[C:20]1=[CH:21][CH:22]=[CH:23][CH:24]=2)[CH:16]([CH3:18])[CH3:17].COCCOC. The catalyst is C1C=CC([P]([Pd]([P](C2C=CC=CC=2)(C2C=CC=CC=2)C2C=CC=CC=2)([P](C2C=CC=CC=2)(C2C=CC=CC=2)C2C=CC=CC=2)[P](C2C=CC=CC=2)(C2C=CC=CC=2)C2C=CC=CC=2)(C2C=CC=CC=2)C2C=CC=CC=2)=CC=1.O. The product is [CH2:15]([N:19]1[C:31]2[CH:30]=[C:29]([C:2]3[N:7]=[CH:6][C:5]([C:8]4[CH:13]=[CH:12][CH:11]=[C:10]([CH3:14])[N:9]=4)=[CH:4][CH:3]=3)[CH:28]=[C:27]([CH3:41])[C:26]=2[C:25]2[C:20]1=[CH:21][CH:22]=[CH:23][CH:24]=2)[CH:16]([CH3:18])[CH3:17]. The yield is 0.660. (7) The reactants are [CH2:1]([CH:3]1[CH2:8][N:7]([C:9]2[CH:14]=[CH:13][C:12]([N+:15]([O-])=O)=[CH:11][CH:10]=2)[CH2:6][CH2:5][N:4]1[C:18]([O:20][C:21]([CH3:24])([CH3:23])[CH3:22])=[O:19])[CH3:2]. The catalyst is CO.[Pd]. The product is [NH2:15][C:12]1[CH:13]=[CH:14][C:9]([N:7]2[CH2:6][CH2:5][N:4]([C:18]([O:20][C:21]([CH3:23])([CH3:22])[CH3:24])=[O:19])[CH:3]([CH2:1][CH3:2])[CH2:8]2)=[CH:10][CH:11]=1. The yield is 0.490. (8) The reactants are [C:1]1(=[O:10])[C:9]2[C:4](=[CH:5][CH:6]=[CH:7][CH:8]=2)[CH2:3][NH:2]1.Br[CH2:12][C:13]1[CH:18]=[CH:17][C:16]([O:19][CH3:20])=[CH:15][CH:14]=1.C([O-])([O-])=O.[Cs+].[Cs+].C1OCCOCCOCCOCCOCCOC1. The catalyst is CC(C)=O.CCCCCC.C(OCC)(=O)C. The product is [CH3:20][O:19][C:16]1[CH:17]=[CH:18][C:13]([CH2:12][N:2]2[CH2:3][C:4]3[C:9](=[CH:8][CH:7]=[CH:6][CH:5]=3)[C:1]2=[O:10])=[CH:14][CH:15]=1. The yield is 0.630. (9) The reactants are [Br:1][C:2]1[C:3]([O:18][C:19]2[CH:24]=[CH:23][C:22]([C:25]([O:27][C:28]([CH3:31])([CH3:30])[CH3:29])=[O:26])=[CH:21][C:20]=2[N+:32]([O-])=O)=[C:4]([Cl:17])[CH:5]=[C:6]2[C:11]=1[O:10][CH2:9][CH2:8][CH:7]2[C:12]([O:14][CH2:15][CH3:16])=[O:13].[Cl-].[NH4+]. The catalyst is O1CCCC1.[Zn]. The product is [NH2:32][C:20]1[CH:21]=[C:22]([C:25]([O:27][C:28]([CH3:29])([CH3:31])[CH3:30])=[O:26])[CH:23]=[CH:24][C:19]=1[O:18][C:3]1[C:2]([Br:1])=[C:11]2[C:6]([CH:7]([C:12]([O:14][CH2:15][CH3:16])=[O:13])[CH2:8][CH2:9][O:10]2)=[CH:5][C:4]=1[Cl:17]. The yield is 0.850.